Dataset: Forward reaction prediction with 1.9M reactions from USPTO patents (1976-2016). Task: Predict the product of the given reaction. Given the reactants Br[CH2:2][C:3]([C:5]1[C:10](=[O:11])[NH:9][C:8]([CH:12]2[CH2:14][CH2:13]2)=[C:7]([C:15]([O:17][CH2:18][CH3:19])=[O:16])[CH:6]=1)=O.[C:20]1([S:26]([CH2:29][C:30](=[S:32])[NH2:31])(=[O:28])=[O:27])[CH:25]=[CH:24][CH:23]=[CH:22][CH:21]=1, predict the reaction product. The product is: [CH:12]1([C:8]2[NH:9][C:10](=[O:11])[C:5]([C:3]3[N:31]=[C:30]([CH2:29][S:26]([C:20]4[CH:25]=[CH:24][CH:23]=[CH:22][CH:21]=4)(=[O:28])=[O:27])[S:32][CH:2]=3)=[CH:6][C:7]=2[C:15]([O:17][CH2:18][CH3:19])=[O:16])[CH2:14][CH2:13]1.